Dataset: Full USPTO retrosynthesis dataset with 1.9M reactions from patents (1976-2016). Task: Predict the reactants needed to synthesize the given product. Given the product [OH:8][C:5]1[CH:4]=[C:3]2[C:2](=[CH:7][CH:6]=1)[O:1][C:12]1([CH2:15][CH2:14][CH2:13]1)[CH2:10][C:9]2=[O:11], predict the reactants needed to synthesize it. The reactants are: [OH:1][C:2]1[CH:7]=[CH:6][C:5]([OH:8])=[CH:4][C:3]=1[C:9](=[O:11])[CH3:10].[C:12]1(=O)[CH2:15][CH2:14][CH2:13]1.N1CCCC1.